This data is from Reaction yield outcomes from USPTO patents with 853,638 reactions. The task is: Predict the reaction yield, written as a fraction of the theoretical maximum amount of product (1.0 means a 100% yield; for example, 0.34 means a 34% yield). (1) The reactants are [O:1]1[C:5]2([CH2:10][CH2:9][CH:8]([CH2:11][OH:12])[CH2:7][CH2:6]2)[O:4][CH2:3][CH2:2]1.[Cl:13][C:14]1[C:15](F)=[CH:16][C:17]([F:27])=[C:18]([CH:26]=1)[C:19]([O:21][C:22]([CH3:25])([CH3:24])[CH3:23])=[O:20].C(=O)([O-])[O-].[Cs+].[Cs+].C(OCC)(=O)C. The catalyst is CS(C)=O. The product is [O:1]1[C:5]2([CH2:10][CH2:9][CH:8]([CH2:11][O:12][C:15]3[C:14]([Cl:13])=[CH:26][C:18]([C:19]([O:21][C:22]([CH3:23])([CH3:24])[CH3:25])=[O:20])=[C:17]([F:27])[CH:16]=3)[CH2:7][CH2:6]2)[O:4][CH2:3][CH2:2]1. The yield is 0.440. (2) The reactants are O1[CH:7]2[CH:2]1[C:3]([CH3:20])([CH3:19])[O:4][C:5]1[CH:11]=[C:10]([O:12][CH2:13][O:14][CH3:15])[C:9]([N+:16]([O-:18])=[O:17])=[CH:8][C:6]=12.Cl([O-])(=O)(=O)=O.[Li+].[C:27]1([CH2:33][CH2:34][NH2:35])[CH:32]=[CH:31][CH:30]=[CH:29][CH:28]=1.C(=O)([O-])O.[Na+]. The catalyst is O1CCOCC1. The product is [CH3:15][O:14][CH2:13][O:12][C:10]1[C:9]([N+:16]([O-:18])=[O:17])=[CH:8][C:6]2[CH:7]([NH:35][CH2:34][CH2:33][C:27]3[CH:32]=[CH:31][CH:30]=[CH:29][CH:28]=3)[CH2:2][C:3]([CH3:20])([CH3:19])[O:4][C:5]=2[CH:11]=1. The yield is 0.730. (3) The reactants are [I:1][C:2]1[CH:3]=[CH:4][C:5]2[N:6]([CH:8]=[C:9]([NH:11]C(=O)OC(C)(C)C)[N:10]=2)[N:7]=1.Cl.C(OCC)(=O)C.C(OCC)C. The catalyst is C(OCC)(=O)C. The product is [I:1][C:2]1[CH:3]=[CH:4][C:5]2[N:6]([CH:8]=[C:9]([NH2:11])[N:10]=2)[N:7]=1. The yield is 0.670. (4) The reactants are [NH2:1][C:2]1[CH:3]=[N:4][C:5]([S:8]([CH3:11])(=[O:10])=[O:9])=[CH:6][CH:7]=1.[N:12]([O-])=O.[Na+].O.O.[Sn](Cl)[Cl:19].[OH-].[Na+]. The catalyst is Cl.O.O1CCCC1. The product is [ClH:19].[NH:1]([C:2]1[CH:7]=[CH:6][C:5]([S:8]([CH3:11])(=[O:10])=[O:9])=[N:4][CH:3]=1)[NH2:12]. The yield is 0.788.